Task: Regression. Given a peptide amino acid sequence and an MHC pseudo amino acid sequence, predict their binding affinity value. This is MHC class II binding data.. Dataset: Peptide-MHC class II binding affinity with 134,281 pairs from IEDB (1) The peptide sequence is AVVGLSMAASSALTL. The MHC is HLA-DQA10301-DQB10302 with pseudo-sequence HLA-DQA10301-DQB10302. The binding affinity (normalized) is 0.238. (2) The peptide sequence is ESTGGAYDTYKSIPS. The MHC is HLA-DQA10101-DQB10501 with pseudo-sequence HLA-DQA10101-DQB10501. The binding affinity (normalized) is 0.187. (3) The peptide sequence is LMTGGVTLVRKNRWL. The MHC is DRB3_0101 with pseudo-sequence DRB3_0101. The binding affinity (normalized) is 0. (4) The peptide sequence is AAYKLAYKTAEGATP. The MHC is DRB1_1302 with pseudo-sequence DRB1_1302. The binding affinity (normalized) is 0.302. (5) The peptide sequence is GLSGEPKGGAESSSK. The MHC is HLA-DPA10103-DPB10301 with pseudo-sequence HLA-DPA10103-DPB10301. The binding affinity (normalized) is 0.130. (6) The peptide sequence is PFAATHNPWASQRF. The MHC is DRB1_0701 with pseudo-sequence DRB1_0701. The binding affinity (normalized) is 0.363. (7) The peptide sequence is NSFKPFAEYKSDYVY. The MHC is DRB1_1302 with pseudo-sequence DRB1_1302. The binding affinity (normalized) is 0.252.